Dataset: Catalyst prediction with 721,799 reactions and 888 catalyst types from USPTO. Task: Predict which catalyst facilitates the given reaction. (1) Reactant: [CH3:1][O:2][C:3]1[C:16]([O:17][CH3:18])=[CH:15][CH:14]=[C:13]([C:19]2[CH:20]=[C:21]3[C:25](=[CH:26][CH:27]=2)[C:24](=[O:28])[CH2:23][CH2:22]3)[C:4]=1[O:5][CH2:6][C:7]([CH3:12])([CH3:11])[C:8](O)=[O:9].Cl.[CH3:30][N:31](C)CCCN=C=NCC.O.ON1C2C=CC=CC=2N=N1.C(N(CC)CC)C.CN. Product: [CH3:1][O:2][C:3]1[C:16]([O:17][CH3:18])=[CH:15][CH:14]=[C:13]([C:19]2[CH:20]=[C:21]3[C:25](=[CH:26][CH:27]=2)[C:24](=[O:28])[CH2:23][CH2:22]3)[C:4]=1[O:5][CH2:6][C:7]([CH3:12])([CH3:11])[C:8]([NH:31][CH3:30])=[O:9]. The catalyst class is: 46. (2) Reactant: [C:1]([O:5][C:6]([NH:8][C:9]1[C:10]([Cl:30])=[C:11]([N:17]2[CH2:22][CH2:21][N:20]([CH:23]3[CH2:26][O:25][CH2:24]3)[CH:19]([C:27]([O-:29])=O)[CH2:18]2)[CH:12]=[C:13]([C:15]#[N:16])[CH:14]=1)=[O:7])([CH3:4])([CH3:3])[CH3:2].[Li].CCN(C(C)C)C(C)C.[NH:41]1[CH2:46][CH2:45][O:44][CH2:43][CH2:42]1.C(P1(=O)OP(CCC)(=O)OP(CCC)(=O)O1)CC. Product: [Cl:30][C:10]1[C:11]([N:17]2[CH2:22][CH2:21][N:20]([CH:23]3[CH2:26][O:25][CH2:24]3)[CH:19]([C:27]([N:41]3[CH2:46][CH2:45][O:44][CH2:43][CH2:42]3)=[O:29])[CH2:18]2)=[CH:12][C:13]([C:15]#[N:16])=[CH:14][C:9]=1[NH:8][C:6](=[O:7])[O:5][C:1]([CH3:4])([CH3:3])[CH3:2]. The catalyst class is: 182. (3) Reactant: Br[C:2]1[CH:7]=[C:6]([O:8][CH3:9])[CH:5]=[C:4]([O:10][CH3:11])[CH:3]=1.[Na+].[I-:13].CNCCNC. Product: [I:13][C:2]1[CH:7]=[C:6]([O:8][CH3:9])[CH:5]=[C:4]([O:10][CH3:11])[CH:3]=1. The catalyst class is: 185. (4) Reactant: [CH2:1]([O:3][C:4](=[O:13])[C:5]1[C:10]([CH3:11])=[CH:9][CH:8]=[CH:7][C:6]=1[OH:12])[CH3:2].C1C(=O)N([Br:21])C(=O)C1.CC(N=NC(C#N)(C)C)(C#N)C. Product: [CH2:1]([O:3][C:4](=[O:13])[C:5]1[C:6]([OH:12])=[CH:7][CH:8]=[CH:9][C:10]=1[CH2:11][Br:21])[CH3:2]. The catalyst class is: 53. (5) Reactant: N#N.[NH2:3][C:4]1[N:9]=[C:8](/[CH:10]=[CH:11]/[CH2:12][CH2:13][OH:14])[CH:7]=[C:6]([NH:15][C:16]2[CH:21]=[CH:20][C:19]([O:22][C:23]3[CH:28]=[CH:27][N:26]=[C:25]([C:29]([F:32])([F:31])[F:30])[CH:24]=3)=[CH:18][CH:17]=2)[N:5]=1. Product: [NH2:3][C:4]1[N:9]=[C:8]([CH2:10][CH2:11][CH2:12][CH2:13][OH:14])[CH:7]=[C:6]([NH:15][C:16]2[CH:17]=[CH:18][C:19]([O:22][C:23]3[CH:28]=[CH:27][N:26]=[C:25]([C:29]([F:32])([F:31])[F:30])[CH:24]=3)=[CH:20][CH:21]=2)[N:5]=1. The catalyst class is: 45. (6) Reactant: O[C:2](C(F)(F)F)=O.[CH3:8][O:9][C:10](=[O:37])[C@H:11]([CH2:23][C:24]1[CH:29]=[CH:28][C:27]([C:30]2[CH:35]=[CH:34][CH:33]=[CH:32][C:31]=2N)=[CH:26][CH:25]=1)[NH:12][C:13](=[O:22])[C:14]1[C:19]([Cl:20])=[CH:18][CH:17]=[CH:16][C:15]=1[Cl:21].C=O.Cl.[BH3-][C:42]#[N:43].[Na+].C([O-])(O)=O.[Na+]. Product: [CH3:8][O:9][C:10](=[O:37])[C@H:11]([CH2:23][C:24]1[CH:29]=[CH:28][C:27]([C:30]2[CH:35]=[CH:34][CH:33]=[CH:32][C:31]=2[N:43]([CH3:42])[CH3:2])=[CH:26][CH:25]=1)[NH:12][C:13](=[O:22])[C:14]1[C:19]([Cl:20])=[CH:18][CH:17]=[CH:16][C:15]=1[Cl:21]. The catalyst class is: 14.